From a dataset of Full USPTO retrosynthesis dataset with 1.9M reactions from patents (1976-2016). Predict the reactants needed to synthesize the given product. (1) Given the product [C:1]([C:5]1[CH:43]=[CH:42][CH:41]=[CH:40][C:6]=1[O:7][C:8]1[S:9][CH:10]=[C:11]([C:13]([NH:15][C:16]2[C:17]([O:38][CH3:39])=[N:18][C:19]([NH:24][CH2:25][CH2:26][NH:27][CH:35]([CH3:37])[CH3:36])=[N:20][C:21]=2[O:22][CH3:23])=[O:14])[N:12]=1)([CH3:3])([CH3:4])[CH3:2], predict the reactants needed to synthesize it. The reactants are: [C:1]([C:5]1[CH:43]=[CH:42][CH:41]=[CH:40][C:6]=1[O:7][C:8]1[S:9][CH:10]=[C:11]([C:13]([NH:15][C:16]2[C:17]([O:38][CH3:39])=[N:18][C:19]([NH:24][CH2:25][CH2:26][N:27]([CH:35]([CH3:37])[CH3:36])C(=O)OC(C)(C)C)=[N:20][C:21]=2[O:22][CH3:23])=[O:14])[N:12]=1)([CH3:4])([CH3:3])[CH3:2].C(#N)C. (2) Given the product [OH:2][C:3]1[CH:4]=[C:5]2[C:6]([CH:17]=[C:11]([C:12]([O:14][CH2:15][CH3:16])=[O:13])[CH:10]=[N:9]2)=[CH:7][CH:8]=1, predict the reactants needed to synthesize it. The reactants are: C[O:2][C:3]1[CH:4]=[C:5]([NH:9][CH:10]=[C:11]([C:17](OCC)=O)[C:12]([O:14][CH2:15][CH3:16])=[O:13])[CH:6]=[CH:7][CH:8]=1.C(OC=C(C(OCC)=O)C(OCC)=O)C.COC1C=CC=C(N)C=1. (3) Given the product [F:24][C:2]([F:1])([F:23])[C:3]1[CH:18]=[C:17]([C:19]([F:22])([F:21])[F:20])[CH:16]=[CH:15][C:4]=1[CH2:5][N:6]1[CH2:11][CH2:10][CH:9](/[CH:12]=[C:33]2/[C:29]([NH:28][CH2:25][C:26]#[CH:27])=[N:30][C:31](=[O:34])[S:32]/2)[CH2:8][C:7]1=[O:14], predict the reactants needed to synthesize it. The reactants are: [F:1][C:2]([F:24])([F:23])[C:3]1[CH:18]=[C:17]([C:19]([F:22])([F:21])[F:20])[CH:16]=[CH:15][C:4]=1[CH2:5][N:6]1[CH2:11][CH2:10][CH:9]([CH:12]=O)[CH2:8][C:7]1=[O:14].[CH2:25]([NH:28][C:29]1[CH2:33][S:32][C:31](=[O:34])[N:30]=1)[C:26]#[CH:27].C([O-])(=O)C.[NH2+]1CCCCC1. (4) Given the product [Br:24][C:17]1[CH:16]=[C:15]([O:32][CH2:31][C:30]2[CH:33]=[CH:34][C:27]([O:26][CH3:25])=[CH:28][CH:29]=2)[CH:20]=[C:19]([CH:21]([F:23])[F:22])[CH:18]=1, predict the reactants needed to synthesize it. The reactants are: COCCN(S(F)(F)F)CCOC.F[C:15]1[CH:16]=[C:17]([Br:24])[CH:18]=[C:19]([CH:21]([F:23])[F:22])[CH:20]=1.[CH3:25][O:26][C:27]1[CH:34]=[CH:33][C:30]([CH2:31][OH:32])=[CH:29][CH:28]=1.CC(C)([O-])C.[K+]. (5) Given the product [CH2:20]([O:1][CH2:2][CH2:3][CH2:4][C:5]1[CH:6]=[C:7]([CH:11]=[C:12]([O:16][CH3:17])[C:13]=1[O:14][CH3:15])[C:8]([OH:10])=[O:9])[CH:19]=[CH2:18], predict the reactants needed to synthesize it. The reactants are: [OH:1][CH2:2][CH2:3][CH2:4][C:5]1[CH:6]=[C:7]([CH:11]=[C:12]([O:16][CH3:17])[C:13]=1[O:14][CH3:15])[C:8]([OH:10])=[O:9].[CH2:18](Br)[CH:19]=[CH2:20]. (6) Given the product [CH3:44][C:28]1[CH:27]=[C:26]([C:45]2[CH:50]=[CH:49][CH:48]=[C:47]([C:51]([F:54])([F:53])[F:52])[CH:46]=2)[C:25]([C:4]2[CH:5]=[N:6][CH:7]=[CH:8][CH:9]=2)=[N:30][C:29]=1[C:31]([N:33]1[CH2:38][CH2:37][CH:36]([N:39]2[CH2:43][CH2:42][CH2:41][CH2:40]2)[CH2:35][CH2:34]1)=[O:32], predict the reactants needed to synthesize it. The reactants are: COC(=O)[C:4]1[C:9](C)=[CH:8][C:7](C2C=CC=C(C(F)(F)F)C=2)=[N:6][C:5]=1OC.Cl[C:25]1[N:30]=[C:29]([C:31]([N:33]2[CH2:38][CH2:37][CH:36]([N:39]3[CH2:43][CH2:42][CH2:41][CH2:40]3)[CH2:35][CH2:34]2)=[O:32])[C:28]([CH3:44])=[CH:27][C:26]=1[C:45]1[CH:50]=[CH:49][CH:48]=[C:47]([C:51]([F:54])([F:53])[F:52])[CH:46]=1.N1C=CC=C(B(O)O)C=1.